This data is from NCI-60 drug combinations with 297,098 pairs across 59 cell lines. The task is: Regression. Given two drug SMILES strings and cell line genomic features, predict the synergy score measuring deviation from expected non-interaction effect. Drug 1: C1=CN(C(=O)N=C1N)C2C(C(C(O2)CO)O)O.Cl. Drug 2: CC1C(C(CC(O1)OC2CC(CC3=C2C(=C4C(=C3O)C(=O)C5=CC=CC=C5C4=O)O)(C(=O)C)O)N)O. Cell line: SN12C. Synergy scores: CSS=52.4, Synergy_ZIP=-2.10, Synergy_Bliss=-3.89, Synergy_Loewe=-1.04, Synergy_HSA=1.97.